Dataset: Catalyst prediction with 721,799 reactions and 888 catalyst types from USPTO. Task: Predict which catalyst facilitates the given reaction. (1) Reactant: Br[C:2]1[C:3]([C:23]([N:25]2[CH2:30][CH2:29][O:28][CH2:27][CH2:26]2)=[O:24])=[CH:4][C:5]2[O:9][C:8]([C:16]3[CH:21]=[CH:20][CH:19]=[CH:18][CH:17]=3)([C:10]3[CH:15]=[CH:14][CH:13]=[CH:12][CH:11]=3)[O:7][C:6]=2[CH:22]=1.[Cu](C#N)[C:32]#[N:33]. Product: [N:25]1([C:23]([C:3]2[C:2]([C:32]#[N:33])=[CH:22][C:6]3[O:7][C:8]([C:16]4[CH:17]=[CH:18][CH:19]=[CH:20][CH:21]=4)([C:10]4[CH:15]=[CH:14][CH:13]=[CH:12][CH:11]=4)[O:9][C:5]=3[CH:4]=2)=[O:24])[CH2:26][CH2:27][O:28][CH2:29][CH2:30]1. The catalyst class is: 37. (2) Reactant: [C:1]([O:5][C:6](=[O:37])[CH2:7][C@H:8]1[CH2:13][C@H:12]([C:14]2[CH:19]=[CH:18][CH:17]=[C:16]([Cl:20])[CH:15]=2)[C@@H:11]([C:21]2[CH:26]=[CH:25][C:24]([Cl:27])=[CH:23][CH:22]=2)[N:10]([C@@H:28]([CH2:34][CH3:35])[C:29](OCC)=[O:30])[C:9]1=[O:36])([CH3:4])([CH3:3])[CH3:2].[BH4-].[Li+]. Product: [Cl:20][C:16]1[CH:15]=[C:14]([C@@H:12]2[C@@H:11]([C:21]3[CH:26]=[CH:25][C:24]([Cl:27])=[CH:23][CH:22]=3)[N:10]([C@@H:28]([CH2:34][CH3:35])[CH2:29][OH:30])[C:9](=[O:36])[C@@H:8]([CH2:7][C:6]([O:5][C:1]([CH3:2])([CH3:4])[CH3:3])=[O:37])[CH2:13]2)[CH:19]=[CH:18][CH:17]=1. The catalyst class is: 28. (3) Reactant: [Br:1][C:2]1[CH:7]=[CH:6][C:5](/[C:8](=[N:22]\[O:23][CH2:24][CH3:25])/[CH:9]2[CH2:14][CH2:13][N:12]([C:15]3([CH3:21])[CH2:20][CH2:19][NH:18][CH2:17][CH2:16]3)[CH2:11][CH2:10]2)=[CH:4][CH:3]=1.[N:26]1[C:35]2[C:30](=[CH:31][CH:32]=[CH:33][CH:34]=2)[C:29]([C:36](O)=[O:37])=[CH:28][N:27]=1.CCN(CC)CC.CN(C(ON1N=NC2C=CC=NC1=2)=[N+](C)C)C.F[P-](F)(F)(F)(F)F. Product: [Br:1][C:2]1[CH:7]=[CH:6][C:5]([C:8](=[N:22][O:23][CH2:24][CH3:25])[CH:9]2[CH2:10][CH2:11][N:12]([C:15]3([CH3:21])[CH2:20][CH2:19][N:18]([C:36]([C:29]4[C:30]5[C:35](=[CH:34][CH:33]=[CH:32][CH:31]=5)[N:26]=[N:27][CH:28]=4)=[O:37])[CH2:17][CH2:16]3)[CH2:13][CH2:14]2)=[CH:4][CH:3]=1. The catalyst class is: 3. (4) The catalyst class is: 3. Reactant: [NH2:1][C:2]1[C:7]([C:8]#[N:9])=[C:6]([C:10]2[CH:15]=[CH:14][C:13]([O:16][CH2:17][CH2:18][O:19][CH3:20])=[CH:12][CH:11]=2)[C:5]([C:21]#[N:22])=[C:4]([SH:23])[N:3]=1.Br[CH:25]([C:27]1[CH:28]=[C:29]([C:33]([O:35][CH3:36])=[O:34])[CH:30]=[CH:31][CH:32]=1)[CH3:26].C(=O)(O)[O-].[Na+].O. Product: [NH2:1][C:2]1[N:3]=[C:4]([S:23][CH:25]([C:27]2[CH:28]=[C:29]([C:33]([O:35][CH3:36])=[O:34])[CH:30]=[CH:31][CH:32]=2)[CH3:26])[C:5]([C:21]#[N:22])=[C:6]([C:10]2[CH:11]=[CH:12][C:13]([O:16][CH2:17][CH2:18][O:19][CH3:20])=[CH:14][CH:15]=2)[C:7]=1[C:8]#[N:9]. (5) Reactant: [C:1]1([N:7]2[C:11]3=[N:12][CH:13]=[C:14]([C:16]([F:19])([F:18])[F:17])[CH:15]=[C:10]3[CH:9]=[C:8]2[C:20]2[N:25]=[CH:24][C:23]([S:26]([NH:29][C@@H:30]([CH3:35])[C:31]([F:34])([F:33])[F:32])(=[O:28])=[O:27])=[CH:22][CH:21]=2)[CH:6]=[CH:5][CH:4]=[CH:3][CH:2]=1.[I:36]I. Product: [I:36][C:9]1[C:10]2[C:11](=[N:12][CH:13]=[C:14]([C:16]([F:19])([F:18])[F:17])[CH:15]=2)[N:7]([C:1]2[CH:2]=[CH:3][CH:4]=[CH:5][CH:6]=2)[C:8]=1[C:20]1[N:25]=[CH:24][C:23]([S:26]([NH:29][C@@H:30]([CH3:35])[C:31]([F:34])([F:32])[F:33])(=[O:27])=[O:28])=[CH:22][CH:21]=1. The catalyst class is: 3. (6) Product: [O:1]1[C:5]2[CH:6]=[CH:7][CH:8]=[CH:9][C:4]=2[N:3]=[C:2]1[N:10]([CH2:23][C:24]1[CH:25]=[C:26]([CH:27]=[CH:28][CH:29]=1)[O:30][C@H:43]([CH2:54][CH3:55])[C:44]([O:46][CH2:47][C:48]1[CH:53]=[CH:52][CH:51]=[CH:50][CH:49]=1)=[O:45])[CH2:11][CH2:12][CH2:13][O:14][C:15]1[CH:20]=[CH:19][C:18]([O:21][CH3:22])=[CH:17][CH:16]=1. Reactant: [O:1]1[C:5]2[CH:6]=[CH:7][CH:8]=[CH:9][C:4]=2[N:3]=[C:2]1[N:10]([CH2:23][C:24]1[CH:29]=[CH:28][CH:27]=[C:26]([OH:30])[CH:25]=1)[CH2:11][CH2:12][CH2:13][O:14][C:15]1[CH:20]=[CH:19][C:18]([O:21][CH3:22])=[CH:17][CH:16]=1.C(=O)([O-])[O-].[K+].[K+].FC(F)(F)S(O[C@@H:43]([CH2:54][CH3:55])[C:44]([O:46][CH2:47][C:48]1[CH:53]=[CH:52][CH:51]=[CH:50][CH:49]=1)=[O:45])(=O)=O.C(OCC)(=O)C. The catalyst class is: 10.